This data is from Full USPTO retrosynthesis dataset with 1.9M reactions from patents (1976-2016). The task is: Predict the reactants needed to synthesize the given product. (1) Given the product [OH:30][C:25]12[CH2:29][CH:21]3[CH2:22][CH:23]([CH2:28][CH:27]([CH:20]3[NH:19][C:18]([C@@H:12]3[CH2:13][C:14]([F:17])([F:16])[CH2:15][NH:11]3)=[O:31])[CH2:26]1)[CH2:24]2, predict the reactants needed to synthesize it. The reactants are: C(OC([N:11]1[CH2:15][C:14]([F:17])([F:16])[CH2:13][C@H:12]1[C:18](=[O:31])[NH:19][CH:20]1[CH:27]2[CH2:28][CH:23]3[CH2:24][C:25]([OH:30])([CH2:29][CH:21]1[CH2:22]3)[CH2:26]2)=O)C1C=CC=CC=1. (2) Given the product [CH2:4]([N:6]1[CH2:7][CH2:8][CH:9]([C:12]2[CH:17]=[CH:16][C:15]([I:22])=[CH:14][CH:13]=2)[CH2:10][CH2:11]1)[CH3:5], predict the reactants needed to synthesize it. The reactants are: ClCCl.[CH2:4]([N:6]1[CH2:11][CH2:10][CH:9]([C:12]2[CH:17]=[CH:16][CH:15]=[CH:14][CH:13]=2)[CH2:8][CH2:7]1)[CH3:5].C(O)(=O)C.[I:22]I. (3) Given the product [N:30]1[CH:35]=[CH:34][CH:33]=[CH:32][C:31]=1[C:36](=[O:37])[CH2:23][C:22]1[C:24]2[C:29](=[CH:28][CH:27]=[CH:26][CH:25]=2)[N:19]=[CH:20][CH:21]=1, predict the reactants needed to synthesize it. The reactants are: C(NC(C)C)(C)C.C([Li])CCC.CCCCCC.[N:19]1[C:29]2[C:24](=[CH:25][CH:26]=[CH:27][CH:28]=2)[C:22]([CH3:23])=[CH:21][CH:20]=1.[N:30]1[CH:35]=[CH:34][CH:33]=[CH:32][C:31]=1[C:36](OCC)=[O:37]. (4) Given the product [CH3:1][O:2][C:3]1[CH:4]=[C:5]2[C:10](=[CH:11][C:12]=1[O:13][CH3:14])[N:9]=[CH:8][CH:7]=[C:6]2[O:15][C:16]1[CH:22]=[CH:21][C:19]([NH:20][C:28]([NH:36][N:37]2[CH2:42][CH2:41][CH2:40][CH2:39][CH2:38]2)=[O:34])=[C:18]([F:23])[CH:17]=1, predict the reactants needed to synthesize it. The reactants are: [CH3:1][O:2][C:3]1[CH:4]=[C:5]2[C:10](=[CH:11][C:12]=1[O:13][CH3:14])[N:9]=[CH:8][CH:7]=[C:6]2[O:15][C:16]1[CH:22]=[CH:21][C:19]([NH2:20])=[C:18]([F:23])[CH:17]=1.ClC(Cl)(O[C:28](=[O:34])OC(Cl)(Cl)Cl)Cl.[NH2:36][N:37]1[CH2:42][CH2:41][CH2:40][CH2:39][CH2:38]1.C(=O)(O)[O-].[Na+]. (5) Given the product [F:32][C:21]1[CH:20]=[C:19]([N:15]2[CH2:14][CH:13]([CH2:12][NH:11][C:1](=[O:4])[CH2:2][CH3:3])[O:17][C:16]2=[O:18])[CH:24]=[CH:23][C:22]=1[N:25]1[CH:26]=[CH:27][C:28](=[O:31])[CH2:29][CH2:30]1, predict the reactants needed to synthesize it. The reactants are: [C:1](O[C:1](=[O:4])[CH2:2][CH3:3])(=[O:4])[CH2:2][CH3:3].Cl.[NH2:11][CH2:12][CH:13]1[O:17][C:16](=[O:18])[N:15]([C:19]2[CH:24]=[CH:23][C:22]([N:25]3[CH:30]=[CH:29][C:28](=[O:31])[CH2:27][CH2:26]3)=[C:21]([F:32])[CH:20]=2)[CH2:14]1.N1C=CC=CC=1. (6) Given the product [F:30][C:31]1[CH:32]=[C:33]([C:4]([C:5]2[CH:10]=[CH:9][CH:8]=[C:7]([C:11]3[CH:12]=[CH:13][C:14]4[O:18][C:17]([CH2:19][CH2:20][N:21]5[CH2:25][CH2:24][CH2:23][C@H:22]5[CH3:26])=[CH:16][C:15]=4[CH:27]=3)[CH:6]=2)=[O:28])[CH:34]=[CH:35][CH:36]=1, predict the reactants needed to synthesize it. The reactants are: CON(C)[C:4](=[O:28])[C:5]1[CH:10]=[CH:9][CH:8]=[C:7]([C:11]2[CH:12]=[CH:13][C:14]3[O:18][C:17]([CH2:19][CH2:20][N:21]4[CH2:25][CH2:24][CH2:23][C@H:22]4[CH3:26])=[CH:16][C:15]=3[CH:27]=2)[CH:6]=1.[F:30][C:31]1[CH:32]=[C:33]([Mg]Br)[CH:34]=[CH:35][CH:36]=1. (7) Given the product [CH3:1][O:2][C:3]1[CH:4]=[CH:5][C:6]([CH:9]2[C:18]3[C:13](=[CH:14][C:15]([O:19][CH2:20][CH2:21][CH2:22][N:23]4[CH2:28][CH2:27][CH2:26][CH2:25][CH2:24]4)=[CH:16][CH:17]=3)[CH2:12][N:11]([CH2:36][CH2:37][CH2:38][OH:39])[CH2:10]2)=[CH:7][CH:8]=1, predict the reactants needed to synthesize it. The reactants are: [CH3:1][O:2][C:3]1[CH:8]=[CH:7][C:6]([CH:9]2[C:18]3[C:13](=[CH:14][C:15]([O:19][CH2:20][CH2:21][CH2:22][N:23]4[CH2:28][CH2:27][CH2:26][CH2:25][CH2:24]4)=[CH:16][CH:17]=3)[CH2:12][NH:11][CH2:10]2)=[CH:5][CH:4]=1.C([O-])([O-])=O.[K+].[K+].Br[CH2:36][CH2:37][CH2:38][OH:39].